From a dataset of hERG potassium channel inhibition data for cardiac toxicity prediction from Karim et al.. Regression/Classification. Given a drug SMILES string, predict its toxicity properties. Task type varies by dataset: regression for continuous values (e.g., LD50, hERG inhibition percentage) or binary classification for toxic/non-toxic outcomes (e.g., AMES mutagenicity, cardiotoxicity, hepatotoxicity). Dataset: herg_karim. (1) The compound is Cn1nc(NCC(=O)NC2CN([C@H]3CC[C@H](c4ccc5c(c4)OCO5)CC3)C2)c2cc(C(F)(F)F)ccc21. The result is 1 (blocker). (2) The molecule is CC1CNCCN1c1cc(=O)n(C)c(COc2ccccc2C(F)(F)F)n1. The result is 0 (non-blocker).